Task: Predict the reactants needed to synthesize the given product.. Dataset: Full USPTO retrosynthesis dataset with 1.9M reactions from patents (1976-2016) (1) Given the product [CH3:22][O:21][C:18]1[CH:19]=[CH:20][C:15]([NH:14][C:10]2[CH:11]=[CH:12][CH:13]=[C:4]([C:3]([OH:30])=[O:2])[C:5]=2[C:6]([OH:8])=[O:7])=[C:16]([O:23][C:24]2[CH:29]=[CH:28][CH:27]=[CH:26][CH:25]=2)[CH:17]=1, predict the reactants needed to synthesize it. The reactants are: C[O:2][C:3](=[O:30])[C:4]1[C:5](=[C:10]([NH:14][C:15]2[CH:20]=[CH:19][C:18]([O:21][CH3:22])=[CH:17][C:16]=2[O:23][C:24]2[CH:29]=[CH:28][CH:27]=[CH:26][CH:25]=2)[CH:11]=[CH:12][CH:13]=1)[C:6]([O:8]C)=[O:7].[OH-].[Na+]. (2) Given the product [CH2:11]([C:4]1[S:3][C:2]2[NH:1][C:17](=[O:23])[N:40]([CH2:39][CH2:38][C:32]3[CH:37]=[CH:36][CH:35]=[CH:34][CH:33]=3)[C:7](=[O:9])[C:6]=2[CH:5]=1)[CH3:12], predict the reactants needed to synthesize it. The reactants are: [NH2:1][C:2]1[S:3][C:4]([CH2:11][CH3:12])=[CH:5][C:6]=1[C:7]([O:9]C)=O.ClC(Cl)(O[C:17](=[O:23])OC(Cl)(Cl)Cl)Cl.C(N(CC)CC)C.[C:32]1([CH2:38][CH2:39][NH2:40])[CH:37]=[CH:36][CH:35]=[CH:34][CH:33]=1.